Dataset: Catalyst prediction with 721,799 reactions and 888 catalyst types from USPTO. Task: Predict which catalyst facilitates the given reaction. (1) Reactant: [C:1]1([CH3:11])[CH:6]=[CH:5][C:4]([S:7](Cl)(=[O:9])=[O:8])=[CH:3][CH:2]=1.[OH:12][CH2:13][CH2:14][N:15]1[CH2:19][CH2:18][CH2:17][C:16]1=[O:20].N1C=CC=CC=1. Product: [CH3:11][C:1]1[CH:6]=[CH:5][C:4]([S:7]([O:12][CH2:13][CH2:14][N:15]2[CH2:19][CH2:18][CH2:17][C:16]2=[O:20])(=[O:9])=[O:8])=[CH:3][CH:2]=1. The catalyst class is: 4. (2) The catalyst class is: 10. Product: [C:5]([N:9]1[CH:13]=[C:12]([C:14]2[N:19]=[C:18]([Cl:2])[C:17]3=[CH:21][N:22]([CH3:24])[N:23]=[C:16]3[CH:15]=2)[CH:11]=[N:10]1)([CH3:8])([CH3:7])[CH3:6]. Reactant: O(Cl)[Cl:2].[P+5].[C:5]([N:9]1[CH:13]=[C:12]([C:14]2[NH:19][C:18](=O)[C:17]3=[CH:21][N:22]([CH3:24])[N:23]=[C:16]3[CH:15]=2)[CH:11]=[N:10]1)([CH3:8])([CH3:7])[CH3:6].C(=O)(O)[O-].[Na+]. (3) Reactant: [C:1]([O:5][C:6]([NH:8][C@@H:9]1[CH2:13][CH2:12][C@H:11](C(O)=O)[CH2:10]1)=[O:7])([CH3:4])([CH3:3])[CH3:2].C1(P(N=[N+]=[N-])(C2C=CC=CC=2)=[O:24])C=CC=CC=1.C([N:36]([CH2:39]C)CC)C.[CH2:41]([OH:48])[C:42]1[CH:47]=[CH:46][CH:45]=[CH:44][CH:43]=1. Product: [CH2:41]([O:48][C:39](=[O:24])[NH:36][C@H:11]1[CH2:12][CH2:13][C@@H:9]([NH:8][C:6]([O:5][C:1]([CH3:2])([CH3:3])[CH3:4])=[O:7])[CH2:10]1)[C:42]1[CH:47]=[CH:46][CH:45]=[CH:44][CH:43]=1. The catalyst class is: 11. (4) Reactant: Br[CH2:2][CH2:3][O:4][C:5]1[CH:10]=[CH:9][C:8]([F:11])=[CH:7][CH:6]=1.[ClH:12].[CH2:13]([NH:15][CH:16]1[CH2:21][CH2:20][CH2:19][CH2:18][CH2:17]1)[CH3:14].C(=O)([O-])[O-].[K+].[K+].[I-].[Na+]. Product: [ClH:12].[CH2:13]([N:15]([CH:16]1[CH2:21][CH2:20][CH2:19][CH2:18][CH2:17]1)[CH2:2][CH2:3][O:4][C:5]1[CH:10]=[CH:9][C:8]([F:11])=[CH:7][CH:6]=1)[CH3:14]. The catalyst class is: 8. (5) Reactant: [N:1]1[C:10]2[C:5](=[CH:6][CH:7]=[CH:8][CH:9]=2)[N:4]=[CH:3][C:2]=1[C:11]1[CH:12]=[C:13]([NH2:17])[CH:14]=[CH:15][CH:16]=1.CCN(C(C)C)C(C)C.[Cl:27]C(Cl)C(Cl)=O.[CH2:33]1C[O:36][CH2:35][CH2:34]1. Product: [Cl:27][CH2:33][CH2:34][C:35]([NH:17][C:13]1[CH:14]=[CH:15][CH:16]=[C:11]([C:2]2[CH:3]=[N:4][C:5]3[C:10](=[CH:9][CH:8]=[CH:7][CH:6]=3)[N:1]=2)[CH:12]=1)=[O:36]. The catalyst class is: 13. (6) Reactant: CC([O:4]C(/N=N/C(OC(C)C)=O)=O)C.CC1N=CSC=1CCO.[C:24]1([P:30]([C:37]2[CH:42]=[CH:41][CH:40]=[CH:39][CH:38]=2)[C:31]2[CH:36]=[CH:35][CH:34]=[CH:33][CH:32]=2)[CH:29]=[CH:28][CH:27]=[CH:26][CH:25]=1. Product: [C:37]1([P:30](=[O:4])([C:24]2[CH:25]=[CH:26][CH:27]=[CH:28][CH:29]=2)[C:31]2[CH:36]=[CH:35][CH:34]=[CH:33][CH:32]=2)[CH:38]=[CH:39][CH:40]=[CH:41][CH:42]=1. The catalyst class is: 1. (7) Reactant: O.[OH-].[Li+].[C:4]1(/[C:10](=[N:17]/[O:18][CH2:19][C:20]2[CH:25]=[CH:24][C:23]([O:26][CH2:27][C:28]3[O:32][N:31]=[C:30]([C:33]4[CH:38]=[CH:37][CH:36]=[CH:35][CH:34]=4)[CH:29]=3)=[CH:22][CH:21]=2)/[CH2:11][CH2:12][C:13]([O:15]C)=[O:14])[CH:9]=[CH:8][CH:7]=[CH:6][CH:5]=1.O.Cl. Product: [C:4]1(/[C:10](=[N:17]/[O:18][CH2:19][C:20]2[CH:25]=[CH:24][C:23]([O:26][CH2:27][C:28]3[O:32][N:31]=[C:30]([C:33]4[CH:34]=[CH:35][CH:36]=[CH:37][CH:38]=4)[CH:29]=3)=[CH:22][CH:21]=2)/[CH2:11][CH2:12][C:13]([OH:15])=[O:14])[CH:9]=[CH:8][CH:7]=[CH:6][CH:5]=1. The catalyst class is: 7.